Dataset: Full USPTO retrosynthesis dataset with 1.9M reactions from patents (1976-2016). Task: Predict the reactants needed to synthesize the given product. (1) Given the product [C:1]([C:5]1[O:9][N:8]=[C:7]([NH:10][C:11]([NH:13][C:14]2[CH:19]=[CH:18][CH:17]=[C:16]([O:20][C:21]3[C:30]4[C:25](=[CH:26][C:27]([O:31][CH2:39][CH2:40][O:41][CH3:42])=[CH:28][CH:29]=4)[N:24]=[CH:23][N:22]=3)[CH:15]=2)=[O:12])[CH:6]=1)([CH3:4])([CH3:2])[CH3:3], predict the reactants needed to synthesize it. The reactants are: [C:1]([C:5]1[O:9][N:8]=[C:7]([NH:10][C:11]([NH:13][C:14]2[CH:19]=[CH:18][CH:17]=[C:16]([O:20][C:21]3[C:30]4[C:25](=[CH:26][C:27]([OH:31])=[CH:28][CH:29]=4)[N:24]=[CH:23][N:22]=3)[CH:15]=2)=[O:12])[CH:6]=1)([CH3:4])([CH3:3])[CH3:2].C(=O)([O-])[O-].[Cs+].[Cs+].Br[CH2:39][CH2:40][O:41][CH3:42]. (2) Given the product [F:24][C:23]([F:25])([F:26])[C:13]1[CH:12]=[C:11]([CH:16]=[CH:15][C:14]=1[CH2:17][CH2:18][C:19]([F:22])([F:21])[F:20])[NH2:10], predict the reactants needed to synthesize it. The reactants are: C(OC(=O)[NH:10][C:11]1[CH:16]=[CH:15][C:14]([CH:17]=[CH:18][C:19]([F:22])([F:21])[F:20])=[C:13]([C:23]([F:26])([F:25])[F:24])[CH:12]=1)C1C=CC=CC=1. (3) Given the product [Co+3:29].[CH:12]1[CH:13]=[CH:14][C:15](=[O:16])/[C:10](=[CH:9]/[NH:8][CH2:7][CH2:6][NH:5]/[CH:4]=[C:3]2/[CH:2]=[CH:1][CH:20]=[CH:19][C:17]/2=[O:18])/[CH:11]=1, predict the reactants needed to synthesize it. The reactants are: [CH:1]1[CH:20]=[CH:19][C:17](=[O:18])/[C:3](=[CH:4]/[NH:5][CH2:6][CH2:7][NH:8]/[CH:9]=[C:10]2/[CH:11]=[CH:12][CH:13]=[CH:14][C:15]/2=[O:16])/[CH:2]=1.O.O.O.O.C([O-])(=O)C.[Co+2:29].C([O-])(=O)C.C(O)(=O)C.[N+](C1C=C(C=C([N+]([O-])=O)C=1)C(O)=O)([O-])=O. (4) Given the product [CH2:1]([O:3][C:4]([C@H:6]1[C@H:10]([NH2:11])[CH2:9][N:8]([C:20]([O:22][C:23]([CH3:24])([CH3:26])[CH3:25])=[O:21])[CH2:7]1)=[O:5])[CH3:2], predict the reactants needed to synthesize it. The reactants are: [CH2:1]([O:3][C:4]([C@H:6]1[C@H:10]([NH:11][C@@H](C2C=CC=CC=2)C)[CH2:9][N:8]([C:20]([O:22][C:23]([CH3:26])([CH3:25])[CH3:24])=[O:21])[CH2:7]1)=[O:5])[CH3:2]. (5) Given the product [CH3:26][C@H:24]1[CH2:23][N:22]([CH2:27][C:28]2[CH:29]=[CH:30][C:31]([O:34][C:35]([F:38])([F:36])[F:37])=[CH:32][CH:33]=2)[CH2:21][C@@H:20]([CH3:19])[N:25]1[S:14]([C:12]1[CH:11]=[CH:10][C:7]2[S:8][CH:9]=[C:5]([CH2:4][C:3]([OH:2])=[O:18])[C:6]=2[CH:13]=1)(=[O:16])=[O:15], predict the reactants needed to synthesize it. The reactants are: C[O:2][C:3](=[O:18])[CH2:4][C:5]1[C:6]2[CH:13]=[C:12]([S:14](Cl)(=[O:16])=[O:15])[CH:11]=[CH:10][C:7]=2[S:8][CH:9]=1.[CH3:19][C@H:20]1[NH:25][C@@H:24]([CH3:26])[CH2:23][N:22]([CH2:27][C:28]2[CH:33]=[CH:32][C:31]([O:34][C:35]([F:38])([F:37])[F:36])=[CH:30][CH:29]=2)[CH2:21]1. (6) Given the product [F:70][C:24]1([F:23])[CH2:29][CH2:28][CH:27]([C:30]2[C:39]3[CH:38]([OH:40])[CH2:37][C:36]([CH3:50])([CH3:51])[CH2:35][C:34]=3[N:33]=[C:32]([CH:52]3[CH2:57][CH2:56][N:55]([C:2]4[N:7]=[CH:6][C:5]([CH2:8][CH2:9][CH2:10][C:11]([F:14])([F:13])[F:12])=[CH:4][N:3]=4)[CH2:54][CH2:53]3)[C:31]=2[CH:58]([F:69])[C:59]2[CH:64]=[CH:63][C:62]([C:65]([F:67])([F:68])[F:66])=[CH:61][CH:60]=2)[CH2:26][CH2:25]1, predict the reactants needed to synthesize it. The reactants are: Cl[C:2]1[N:7]=[CH:6][C:5]([CH2:8][CH2:9][CH2:10][C:11]([F:14])([F:13])[F:12])=[CH:4][N:3]=1.BrC1C=NC(Cl)=NC=1.[F:23][C:24]1([F:70])[CH2:29][CH2:28][CH:27]([C:30]2[C:39]3[CH:38]([O:40]CC4C=CC(OC)=CC=4)[CH2:37][C:36]([CH3:51])([CH3:50])[CH2:35][C:34]=3[N:33]=[C:32]([CH:52]3[CH2:57][CH2:56][NH:55][CH2:54][CH2:53]3)[C:31]=2[CH:58]([F:69])[C:59]2[CH:64]=[CH:63][C:62]([C:65]([F:68])([F:67])[F:66])=[CH:61][CH:60]=2)[CH2:26][CH2:25]1.